From a dataset of Reaction yield outcomes from USPTO patents with 853,638 reactions. Predict the reaction yield, written as a fraction of the theoretical maximum amount of product (1.0 means a 100% yield; for example, 0.34 means a 34% yield). (1) The reactants are [C:1]1([CH2:7][CH2:8][C:9]([OH:11])=O)[CH:6]=[CH:5][CH:4]=[CH:3][CH:2]=1.S(Cl)(Cl)=O.[CH2:16]([NH:18][CH2:19][CH3:20])[CH3:17].C(Cl)Cl. The catalyst is C1(C)C=CC=CC=1.CN(C=O)C. The product is [CH2:16]([N:18]([CH2:19][CH3:20])[C:9](=[O:11])[CH2:8][CH2:7][C:1]1[CH:2]=[CH:3][CH:4]=[CH:5][CH:6]=1)[CH3:17]. The yield is 0.990. (2) The reactants are Cl[CH2:2][C:3]1[N:4]=[C:5]2[S:12][C:11]([CH3:13])=[C:10]([C:14]([NH:16][CH3:17])=[O:15])[N:6]2[C:7](=[O:9])[CH:8]=1.[C:18]([C:20]1[CH:21]=[C:22](B(O)O)[CH:23]=[CH:24][CH:25]=1)#[N:19].P([O-])([O-])([O-])=O.[K+].[K+].[K+].O1CCOCC1. The catalyst is C1C=CC([P]([Pd]([P](C2C=CC=CC=2)(C2C=CC=CC=2)C2C=CC=CC=2)([P](C2C=CC=CC=2)(C2C=CC=CC=2)C2C=CC=CC=2)[P](C2C=CC=CC=2)(C2C=CC=CC=2)C2C=CC=CC=2)(C2C=CC=CC=2)C2C=CC=CC=2)=CC=1.O. The product is [C:18]([C:20]1[CH:25]=[C:24]([CH2:2][C:3]2[N:4]=[C:5]3[S:12][C:11]([CH3:13])=[C:10]([C:14]([NH:16][CH3:17])=[O:15])[N:6]3[C:7](=[O:9])[CH:8]=2)[CH:23]=[CH:22][CH:21]=1)#[N:19]. The yield is 0.470. (3) The reactants are Cl.[C:2]1(=[O:12])[NH:6][C:5](=[O:7])[C:4]2=[CH:8][CH:9]=[CH:10][CH:11]=[C:3]12.C(O)(=O)C1C(=CC=CC=1)C(O)=[O:17]. The catalyst is N1C=CC=CC=1. The product is [OH:17][N:6]1[C:2](=[O:12])[C:3]2=[CH:11][CH:10]=[CH:9][CH:8]=[C:4]2[C:5]1=[O:7]. The yield is 0.710. (4) The reactants are [F:1][C:2]([F:13])([F:12])[O:3][C:4]1[CH:5]=[C:6]([CH:9]=[CH:10][CH:11]=1)[CH:7]=O.C(O)(=O)[CH2:15][C:16]([OH:18])=[O:17].N1CCCCC1.C(=O)=O.Cl. The catalyst is N1C=CC=CC=1. The product is [F:1][C:2]([F:13])([F:12])[O:3][C:4]1[CH:5]=[C:6]([CH:7]=[CH:15][C:16]([OH:18])=[O:17])[CH:9]=[CH:10][CH:11]=1. The yield is 0.600. (5) The reactants are [CH3:1][O:2][C:3]1[CH:4]=[C:5]([C@H:11]([N:25]2[CH2:33][C:32]3[C:27](=[CH:28][CH:29]=[CH:30][C:31]=3[N:34]3[CH2:39][CH2:38][NH:37][CH2:36][CH2:35]3)[C:26]2=[O:40])[CH2:12][CH2:13][CH2:14][N:15]([CH3:24])[S:16]([C:19]2[S:20][CH:21]=[CH:22][CH:23]=2)(=[O:18])=[O:17])[CH:6]=[CH:7][C:8]=1[O:9][CH3:10].C(O)(=O)C.C(O[C:48]1(O[Si](C)(C)C)[CH2:50][CH2:49]1)C.C([BH3-])#N.[Na+]. The catalyst is CO. The product is [CH:48]1([N:37]2[CH2:36][CH2:35][N:34]([C:31]3[CH:30]=[CH:29][CH:28]=[C:27]4[C:32]=3[CH2:33][N:25]([C@@H:11]([C:5]3[CH:6]=[CH:7][C:8]([O:9][CH3:10])=[C:3]([O:2][CH3:1])[CH:4]=3)[CH2:12][CH2:13][CH2:14][N:15]([CH3:24])[S:16]([C:19]3[S:20][CH:21]=[CH:22][CH:23]=3)(=[O:18])=[O:17])[C:26]4=[O:40])[CH2:39][CH2:38]2)[CH2:50][CH2:49]1. The yield is 0.190. (6) The reactants are [CH3:1][O:2][C:3](=[O:20])[C:4]1[CH:9]=[CH:8][C:7]([CH2:10][CH:11]2[CH2:18][CH2:17][CH2:16][CH2:15][CH2:14][CH2:13][C:12]2=[O:19])=[CH:6][CH:5]=1.C[Si]([N-][Si](C)(C)C)(C)C.[K+].N(C1C=CC=CC=1)([S:32]([C:35]([F:38])([F:37])[F:36])(=[O:34])=[O:33])[S:32]([C:35]([F:38])([F:37])[F:36])(=[O:34])=[O:33]. The catalyst is C1COCC1. The product is [CH3:1][O:2][C:3](=[O:20])[C:4]1[CH:5]=[CH:6][C:7]([CH2:10][CH:11]2[CH2:18][CH2:17][CH2:16][CH2:15][CH2:14][CH:13]=[C:12]2[O:19][S:32]([C:35]([F:38])([F:37])[F:36])(=[O:34])=[O:33])=[CH:8][CH:9]=1. The yield is 0.680. (7) The reactants are [CH3:1][C:2]1[N:6]([CH2:7][C:8]2[CH:13]=[CH:12][CH:11]=[C:10]([C:14]([F:17])([F:16])[F:15])[C:9]=2[CH3:18])[C:5]2[CH:19]=[C:20]([N:27]3[CH2:32][CH2:31][O:30][CH2:29][CH2:28]3)[CH:21]=[C:22]([C:23](OC)=[O:24])[C:4]=2[N:3]=1.[H-].[H-].[H-].[H-].[Li+].[Al+3]. The catalyst is O1CCCC1. The product is [CH3:1][C:2]1[N:6]([CH2:7][C:8]2[CH:13]=[CH:12][CH:11]=[C:10]([C:14]([F:16])([F:15])[F:17])[C:9]=2[CH3:18])[C:5]2[CH:19]=[C:20]([N:27]3[CH2:28][CH2:29][O:30][CH2:31][CH2:32]3)[CH:21]=[C:22]([CH2:23][OH:24])[C:4]=2[N:3]=1. The yield is 0.880. (8) The reactants are Br[C:2]1[CH:7]=[CH:6][C:5]([O:8][CH2:9][CH2:10][CH2:11][CH2:12][CH2:13][CH2:14][CH3:15])=[CH:4][CH:3]=1.[CH3:16][N:17]1C(=O)CCC1. The catalyst is [C-]#N.[Zn+2].[C-]#N.[Pd].C1(P(C2C=CC=CC=2)C2C=CC=CC=2)C=CC=CC=1.C1(P(C2C=CC=CC=2)C2C=CC=CC=2)C=CC=CC=1.C1(P(C2C=CC=CC=2)C2C=CC=CC=2)C=CC=CC=1.C1(P(C2C=CC=CC=2)C2C=CC=CC=2)C=CC=CC=1. The product is [CH2:9]([O:8][C:5]1[CH:6]=[CH:7][C:2]([C:16]#[N:17])=[CH:3][CH:4]=1)[CH2:10][CH2:11][CH2:12][CH2:13][CH2:14][CH3:15]. The yield is 0.730.